Dataset: Reaction yield outcomes from USPTO patents with 853,638 reactions. Task: Predict the reaction yield, written as a fraction of the theoretical maximum amount of product (1.0 means a 100% yield; for example, 0.34 means a 34% yield). (1) The reactants are Cl.[Cl:2][C:3]1[CH:8]=[CH:7][C:6]([NH:9][NH2:10])=[CH:5][CH:4]=1.Br[CH2:12][CH2:13][CH:14]1[CH2:18][CH2:17][CH2:16][CH2:15]1. The catalyst is [Cl-].C([N+](CCCC)(CCCC)CCCC)CCC.[OH-].[Na+].O. The product is [Cl:2][C:3]1[CH:8]=[CH:7][C:6]([N:9]([CH2:12][CH2:13][CH:14]2[CH2:18][CH2:17][CH2:16][CH2:15]2)[NH2:10])=[CH:5][CH:4]=1. The yield is 0.550. (2) The yield is 0.430. The reactants are N(C(OCC)=O)=NC(OCC)=O.[Si:13]([O:20][C:21]1[CH:28]=[CH:27][C:24]([CH2:25][OH:26])=[CH:23][CH:22]=1)([C:16]([CH3:19])([CH3:18])[CH3:17])([CH3:15])[CH3:14].O[N:30]1[C:34](=[O:35])[C:33]2=[CH:36][CH:37]=[CH:38][CH:39]=[C:32]2[C:31]1=[O:40].C1(P(C2C=CC=CC=2)C2C=CC=CC=2)C=CC=CC=1. The product is [Si:13]([O:20][C:21]1[CH:28]=[CH:27][C:24]([CH2:25][O:26][N:30]2[C:31](=[O:40])[C:32]3=[CH:39][CH:38]=[CH:37][CH:36]=[C:33]3[C:34]2=[O:35])=[CH:23][CH:22]=1)([C:16]([CH3:19])([CH3:18])[CH3:17])([CH3:15])[CH3:14]. The catalyst is O1CCCC1.C(OCC)(=O)C.CCCCCC.C1(C)C=CC=CC=1. (3) The reactants are [CH3:1][N:2]1[C:11](=[O:12])[C:10]2[C:5](=[CH:6][C:7]([C:13]([O:15][CH3:16])=[O:14])=[CH:8][CH:9]=2)[NH:4][C:3]1=O.P(Cl)(Cl)([Cl:20])=O.C(N(CC)C1C=CC=CC=1)C.P(Cl)(Cl)(Cl)(Cl)Cl. No catalyst specified. The product is [Cl:20][C:3]1[N:2]([CH3:1])[C:11](=[O:12])[C:10]2[C:5](=[CH:6][C:7]([C:13]([O:15][CH3:16])=[O:14])=[CH:8][CH:9]=2)[N:4]=1. The yield is 0.230. (4) The reactants are [C:1]([O:5][C:6]([N:8]1[CH2:14][C@@H:13]([O:15][Si:16]([C:19]([CH3:22])([CH3:21])[CH3:20])([CH3:18])[CH3:17])[C:12]2[N:23]=[CH:24][N:25](CCC#N)[C:11]=2[N:10]=[CH:9]1)=[O:7])([CH3:4])([CH3:3])[CH3:2].CC(C)([O-])C.[K+].C(O)(=O)C.C1(C)C=CC=CC=1. The catalyst is C1COCC1.C(Cl)(Cl)Cl.C(OCC)(=O)C.C(OCC)(=O)C. The product is [C:1]([O:5][C:6]([N:8]1[CH2:14][C@@H:13]([O:15][Si:16]([C:19]([CH3:22])([CH3:21])[CH3:20])([CH3:17])[CH3:18])[C:12]2[N:23]=[CH:24][NH:25][C:11]=2[N:10]=[CH:9]1)=[O:7])([CH3:4])([CH3:2])[CH3:3]. The yield is 0.770. (5) The reactants are [CH3:1][N:2]([CH3:6])[CH2:3][CH2:4][NH2:5].C[Al](C)C.[Si]([O:18][N:19]=[C:20]1[C:28]2[C:23](=[CH:24][C:25]([NH:29][C:30]3[C:38]4[C:33](=[CH:34][N:35]=[CH:36][CH:37]=4)[O:32][C:31]=3[C:39](OCC)=[O:40])=[CH:26][CH:27]=2)[CH2:22][CH2:21]1)(C(C)(C)C)(C)C.CCCC[N+](CCCC)(CCCC)CCCC.[F-]. The catalyst is C1(C)C=CC=CC=1. The product is [CH3:1][N:2]([CH3:6])[CH2:3][CH2:4][NH:5][C:39]([C:31]1[O:32][C:33]2=[CH:34][N:35]=[CH:36][CH:37]=[C:38]2[C:30]=1[NH:29][C:25]1[CH:24]=[C:23]2[C:28](=[CH:27][CH:26]=1)[C:20](=[N:19][OH:18])[CH2:21][CH2:22]2)=[O:40]. The yield is 0.790. (6) The reactants are [C:1]([C:5]1[CH:33]=[CH:32][C:8]([C:9]([NH:11][C@@H:12]([CH2:16][C:17]2[CH:22]=[CH:21][C:20](B3OC(C)(C)C(C)(C)O3)=[CH:19][CH:18]=2)[C:13]([O-:15])=[O:14])=[O:10])=[CH:7][CH:6]=1)([CH3:4])([CH3:3])[CH3:2].C([O-])(O)=O.[Na+].[Br:39][C:40]1[CH:41]=[N:42][C:43](I)=[N:44][CH:45]=1. The catalyst is C1C=CC(P(C2C=CC=CC=2)[C-]2C=CC=C2)=CC=1.C1C=CC(P(C2C=CC=CC=2)[C-]2C=CC=C2)=CC=1.Cl[Pd]Cl.[Fe+2].C(#N)C.C1COCC1.O. The product is [Br:39][C:40]1[CH:41]=[N:42][C:43]([C:20]2[CH:19]=[CH:18][C:17]([CH2:16][C@H:12]([NH:11][C:9](=[O:10])[C:8]3[CH:32]=[CH:33][C:5]([C:1]([CH3:3])([CH3:2])[CH3:4])=[CH:6][CH:7]=3)[C:13]([O:15][C:1]([CH3:4])([CH3:3])[CH3:2])=[O:14])=[CH:22][CH:21]=2)=[N:44][CH:45]=1. The yield is 0.580. (7) The reactants are [Cl:1][C:2]1[CH:7]=[CH:6][C:5]([C:8]2[C:12]3[CH2:13][N:14]([C:17](=[O:19])[CH3:18])[CH2:15][CH2:16][C:11]=3[NH:10][N:9]=2)=[CH:4][C:3]=1[N+:20]([O-:22])=[O:21].C(=O)([O-])[O-].[Cs+].[Cs+].[CH2:29]([CH:31]1[O:33][CH2:32]1)Cl. The catalyst is CN(C=O)C.C(OCC)(=O)C.O. The product is [Cl:1][C:2]1[CH:7]=[CH:6][C:5]([C:8]2[C:12]3[CH2:13][N:14]([C:17](=[O:19])[CH3:18])[CH2:15][CH2:16][C:11]=3[N:10]([CH2:29][CH:31]3[CH2:32][O:33]3)[N:9]=2)=[CH:4][C:3]=1[N+:20]([O-:22])=[O:21]. The yield is 0.830. (8) The catalyst is ClCCl.[Cl-].[Ti+4].[Cl-].[Cl-].[Cl-]. The reactants are [CH:1]1[C:10]2[C:5](=[CH:6][CH:7]=[CH:8][CH:9]=2)[CH:4]=[CH:3][C:2]=1[OH:11].[C:12]([O:16][CH2:17][CH3:18])(=[O:15])[CH:13]=[O:14].[C:19]1(C)C=CC=C[CH:20]=1. The yield is 0.0700. The product is [CH2:19]([O:14][CH:13]([C:1]1[C:10]2[C:5](=[CH:6][CH:7]=[CH:8][CH:9]=2)[CH:4]=[CH:3][C:2]=1[OH:11])[C:12]([O:16][CH2:17][CH3:18])=[O:15])[CH3:20]. (9) The catalyst is COCCOCCOC. The product is [Cl:10][C:11]1[CH:12]=[C:13]([NH:14][C:3]2[NH:8][C:7](=[O:9])[CH:6]=[CH:5][N:4]=2)[CH:15]=[CH:16][CH:17]=1. The reactants are CS[C:3]1[NH:8][C:7](=[O:9])[CH:6]=[CH:5][N:4]=1.[Cl:10][C:11]1[CH:12]=[C:13]([CH:15]=[CH:16][CH:17]=1)[NH2:14]. The yield is 0.660. (10) The reactants are [CH3:1][C:2]1[CH:7]=[CH:6][C:5]([C:8]([CH2:10]Br)=[O:9])=[CH:4][CH:3]=1.[C:12]([O:16][C:17]([N:19]1[CH2:24][CH2:23][NH:22][CH2:21][CH2:20]1)=[O:18])([CH3:15])([CH3:14])[CH3:13].C(N(CC)CC)C. The catalyst is ClCCl. The product is [C:12]([O:16][C:17]([N:19]1[CH2:24][CH2:23][N:22]([CH2:10][C:8](=[O:9])[C:5]2[CH:6]=[CH:7][C:2]([CH3:1])=[CH:3][CH:4]=2)[CH2:21][CH2:20]1)=[O:18])([CH3:15])([CH3:13])[CH3:14]. The yield is 0.770.